This data is from Full USPTO retrosynthesis dataset with 1.9M reactions from patents (1976-2016). The task is: Predict the reactants needed to synthesize the given product. (1) Given the product [CH2:10]([CH:14]1[CH2:19][CH2:18][N:17]([CH2:20][CH2:21][CH2:22][C:23]([C:2]2[CH:7]=[CH:6][CH:5]=[C:4]([CH3:8])[C:3]=2[CH3:9])=[O:29])[CH2:16][CH2:15]1)[CH2:11][CH2:12][CH3:13], predict the reactants needed to synthesize it. The reactants are: I[C:2]1[CH:7]=[CH:6][CH:5]=[C:4]([CH3:8])[C:3]=1[CH3:9].[CH2:10]([CH:14]1[CH2:19][CH2:18][N:17]([CH2:20][CH2:21][CH2:22][C:23]#N)[CH2:16][CH2:15]1)[CH2:11][CH2:12][CH3:13].C(Cl)Cl.C[OH:29]. (2) Given the product [O:9]1[C:13]2[CH:14]=[CH:15][CH:16]=[CH:17][C:12]=2[CH:11]=[C:10]1[S:18]([NH:7][C:2]1[CH:3]=[CH:4][CH:5]=[CH:6][C:1]=1[NH:8][S:18]([C:10]1[O:9][C:13]2[CH:14]=[CH:15][CH:16]=[CH:17][C:12]=2[CH:11]=1)(=[O:19])=[O:20])(=[O:20])=[O:19], predict the reactants needed to synthesize it. The reactants are: [C:1]1([NH2:8])[C:2]([NH2:7])=[CH:3][CH:4]=[CH:5][CH:6]=1.[O:9]1[C:13]2[CH:14]=[CH:15][CH:16]=[CH:17][C:12]=2[CH:11]=[C:10]1[S:18](Cl)(=[O:20])=[O:19]. (3) Given the product [NH2:7][C@H:8]([CH2:9][CH3:10])[CH2:11][NH:12][C:13]1[C:18]([F:19])=[CH:17][N:16]=[C:15]([C:20]2[CH:25]=[C:24]([C:26]3[CH:27]=[N:28][N:29]([CH3:31])[CH:30]=3)[CH:23]=[CH:22][C:21]=2[OH:32])[N:14]=1, predict the reactants needed to synthesize it. The reactants are: C(OC(=O)[NH:7][C@@H:8]([CH2:11][NH:12][C:13]1[C:18]([F:19])=[CH:17][N:16]=[C:15]([C:20]2[CH:25]=[C:24]([C:26]3[CH:27]=[N:28][N:29]([CH3:31])[CH:30]=3)[CH:23]=[CH:22][C:21]=2[O:32]C)[N:14]=1)[CH2:9][CH3:10])(C)(C)C.B(Br)(Br)Br.C(=O)(O)[O-].[Na+].